Dataset: Catalyst prediction with 721,799 reactions and 888 catalyst types from USPTO. Task: Predict which catalyst facilitates the given reaction. The catalyst class is: 10. Product: [Br:1][C:2]1[CH:3]=[C:4]([C:5]([N:15]2[CH2:20][CH2:19][S:18][CH2:17][CH2:16]2)=[O:7])[CH:8]=[C:9]([C:11]([F:14])([F:13])[F:12])[CH:10]=1. Reactant: [Br:1][C:2]1[CH:3]=[C:4]([CH:8]=[C:9]([C:11]([F:14])([F:13])[F:12])[CH:10]=1)[C:5]([OH:7])=O.[NH:15]1[CH2:20][CH2:19][S:18][CH2:17][CH2:16]1.C1C=CC2N(O)N=NC=2C=1.CCN=C=NCCCN(C)C.C(=O)([O-])O.[Na+].